This data is from Forward reaction prediction with 1.9M reactions from USPTO patents (1976-2016). The task is: Predict the product of the given reaction. (1) The product is: [F:2][C:3]1[C:8]([F:9])=[CH:7][CH:6]=[CH:5][C:4]=1[C:10]1[N:11]=[C:12]([N:15]2[CH2:20][CH2:19][NH:18][CH2:17][CH2:16]2)[S:13][CH:14]=1. Given the reactants Cl.[F:2][C:3]1[C:8]([F:9])=[CH:7][CH:6]=[CH:5][C:4]=1[C:10]1[N:11]=[C:12]([N:15]2[CH2:20][CH2:19][NH:18][CH2:17][CH2:16]2)[S:13][CH:14]=1.[OH-].[Na+], predict the reaction product. (2) Given the reactants C([O:8][C@@H:9]1[C@@H:14]([O:15]CC2C=CC=CC=2)[C@H:13]([O:23]CC2C=CC=CC=2)[C@@H:12]([CH2:31][O:32]CC2C=CC=CC=2)[O:11][C@H:10]1[N:40]1[C:48]2[C:43](=[C:44]([CH3:49])[CH:45]=[CH:46][CH:47]=2)[C:42]([CH2:50][C:51]2[CH:56]=[CH:55][C:54]([C:57]([O:59][CH:60]3OC(C4C=CC=CC=4)[O:62][CH2:61]3)=[O:58])=[CH:53][CH:52]=2)=[CH:41]1)C1C=CC=CC=1.[CH3:71][OH:72], predict the reaction product. The product is: [C@@H:10]1([N:40]2[C:48]3[C:43](=[C:44]([CH3:49])[CH:45]=[CH:46][CH:47]=3)[C:42]([CH2:50][C:51]3[CH:56]=[CH:55][C:54]([C:57]([O:59][CH:60]([CH2:71][OH:72])[CH2:61][OH:62])=[O:58])=[CH:53][CH:52]=3)=[CH:41]2)[O:11][C@H:12]([CH2:31][OH:32])[C@@H:13]([OH:23])[C@H:14]([OH:15])[C@H:9]1[OH:8]. (3) Given the reactants [Cl:1][C:2]1[CH:3]=[C:4]([CH2:8][CH2:9][NH2:10])[CH:5]=[CH:6][CH:7]=1.[CH:11](=O)[C:12]1[CH:17]=[CH:16][CH:15]=[CH:14][CH:13]=1, predict the reaction product. The product is: [CH:11](=[N:10][CH2:9][CH2:8][C:4]1[CH:5]=[CH:6][CH:7]=[C:2]([Cl:1])[CH:3]=1)[C:12]1[CH:17]=[CH:16][CH:15]=[CH:14][CH:13]=1. (4) Given the reactants [Br:1][C:2]1[CH:11]=[C:10]2[C:5]([C:6]([CH3:14])([CH3:13])[CH2:7][C:8](=[O:12])[NH:9]2)=[CH:4][CH:3]=1.[C:15]([O-])([O-])=O.[K+].[K+].IC.O, predict the reaction product. The product is: [Br:1][C:2]1[CH:11]=[C:10]2[C:5]([C:6]([CH3:14])([CH3:13])[CH2:7][C:8](=[O:12])[N:9]2[CH3:15])=[CH:4][CH:3]=1. (5) Given the reactants [CH3:1][C:2]1[S:3][C:4]2[C:10](=[O:11])[CH:9]([CH:12]=O)[CH2:8][CH2:7][C:5]=2[N:6]=1.[CH3:14][NH:15][CH3:16], predict the reaction product. The product is: [CH3:14][N:15](/[CH:12]=[C:9]1\[C:10](=[O:11])[C:4]2[S:3][C:2]([CH3:1])=[N:6][C:5]=2[CH2:7][CH2:8]\1)[CH3:16]. (6) Given the reactants C[O:2][C:3]1[CH:4]=[C:5]2[C:8](=[CH:9][CH:10]=1)[CH:7]([C:11]#[N:12])[CH2:6]2.B(Br)(Br)Br, predict the reaction product. The product is: [OH:2][C:3]1[CH:4]=[C:5]2[C:8](=[CH:9][CH:10]=1)[CH:7]([C:11]#[N:12])[CH2:6]2. (7) Given the reactants [CH:1]1([CH2:4][C:5]2[N:6]=[C:7]([CH3:27])[NH:8][C:9](=[O:26])[C:10]=2[CH2:11][C:12]2[CH:17]=[CH:16][C:15]([C:18]3[C:19]([C:24]#[N:25])=[CH:20][CH:21]=[CH:22][CH:23]=3)=[CH:14][CH:13]=2)[CH2:3][CH2:2]1.[O:28]1[C:32]2[CH:33]=[CH:34][C:35](B(O)O)=[CH:36][C:31]=2[CH2:30][CH2:29]1.[N:40]1C=CC=CC=1.C(N(CC)CC)C.[C:53]([O:56]CC)(=[O:55])C, predict the reaction product. The product is: [CH:1]1([CH2:4][C:5]2[N:6]=[C:7]([CH3:27])[N:8]([C:35]3[CH:34]=[CH:33][C:32]4[O:28][CH2:29][CH2:30][C:31]=4[CH:36]=3)[C:9](=[O:26])[C:10]=2[CH2:11][C:12]2[CH:17]=[CH:16][C:15]([C:18]3[CH:23]=[CH:22][CH:21]=[CH:20][C:19]=3[C:24]3[NH:40][C:53](=[O:55])[O:56][N:25]=3)=[CH:14][CH:13]=2)[CH2:3][CH2:2]1. (8) The product is: [OH:13][CH:14]1[CH2:19][CH2:18][N:17]([S:9]([C:6]2[CH:7]=[CH:8][C:3]([CH:1]=[O:2])=[CH:4][CH:5]=2)(=[O:11])=[O:10])[CH2:16][CH2:15]1. Given the reactants [CH:1]([C:3]1[CH:8]=[CH:7][C:6]([S:9](Cl)(=[O:11])=[O:10])=[CH:5][CH:4]=1)=[O:2].[OH:13][CH:14]1[CH2:19][CH2:18][NH:17][CH2:16][CH2:15]1.C([O-])(O)=O.[Na+], predict the reaction product. (9) Given the reactants Cl.[NH2:2][CH:3]([CH2:7][CH2:8][C:9]([F:12])([F:11])[F:10])[C:4]([OH:6])=[O:5].C([O-])([O-])=O.[K+].[K+].[O:19](C(OC(C)(C)C)=O)[C:20]([O:22][C:23]([CH3:26])([CH3:25])[CH3:24])=O, predict the reaction product. The product is: [C:23]([O:22][C:20]([NH:2][CH:3]([CH2:7][CH2:8][C:9]([F:10])([F:11])[F:12])[C:4]([OH:6])=[O:5])=[O:19])([CH3:26])([CH3:25])[CH3:24]. (10) Given the reactants [C:1]([C:5]1[CH:12]=[CH:11][C:8]([C:9]#[N:10])=[C:7](Cl)[N:6]=1)([CH3:4])([CH3:3])[CH3:2].[NH:14]1[CH2:19][CH2:18][CH2:17][CH2:16][CH2:15]1, predict the reaction product. The product is: [C:1]([C:5]1[CH:12]=[CH:11][C:8]([C:9]#[N:10])=[C:7]([N:14]2[CH2:19][CH2:18][CH2:17][CH2:16][CH2:15]2)[N:6]=1)([CH3:4])([CH3:3])[CH3:2].